Dataset: Reaction yield outcomes from USPTO patents with 853,638 reactions. Task: Predict the reaction yield, written as a fraction of the theoretical maximum amount of product (1.0 means a 100% yield; for example, 0.34 means a 34% yield). (1) The reactants are COCOCC[C:7]1[CH:12]=[CH:11][C:10]([O:13][C:14]2[CH:19]=[CH:18][CH:17]=[CH:16][CH:15]=2)=[CH:9][C:8]=1[B:20]1[O:24][C:23]([CH3:26])(C)C(C)(C)[O:21]1.Cl. The catalyst is CO. The product is [O:13]([C:10]1[CH:11]=[CH:12][C:7]2[CH2:26][CH2:23][O:24][B:20]([OH:21])[C:8]=2[CH:9]=1)[C:14]1[CH:15]=[CH:16][CH:17]=[CH:18][CH:19]=1. The yield is 0.400. (2) The reactants are Br[C:2]1[CH:11]=[C:10]2[C:5]([C:6](=[O:19])[C:7]3[C:17](=[O:18])[NH:16][S:15][C:8]=3[N:9]2[CH:12]2[CH2:14][CH2:13]2)=[CH:4][C:3]=1[F:20].[C:21]([N:24]1[CH2:29][CH:28]=[C:27]([Sn](CCCC)(CCCC)CCCC)[CH2:26][CH2:25]1)(=[O:23])[CH3:22]. The catalyst is C1C=CC([P]([Pd]([P](C2C=CC=CC=2)(C2C=CC=CC=2)C2C=CC=CC=2)([P](C2C=CC=CC=2)(C2C=CC=CC=2)C2C=CC=CC=2)[P](C2C=CC=CC=2)(C2C=CC=CC=2)C2C=CC=CC=2)(C2C=CC=CC=2)C2C=CC=CC=2)=CC=1.CN(C)C=O. The product is [C:21]([N:24]1[CH2:25][CH:26]=[C:27]([C:2]2[CH:11]=[C:10]3[C:5]([C:6](=[O:19])[C:7]4[C:17](=[O:18])[NH:16][S:15][C:8]=4[N:9]3[CH:12]3[CH2:14][CH2:13]3)=[CH:4][C:3]=2[F:20])[CH2:28][CH2:29]1)(=[O:23])[CH3:22]. The yield is 0.980. (3) The reactants are Br[CH2:2][C:3]([C:5]1[C:6](=[O:16])[O:7][C:8]2[C:13]([CH:14]=1)=[CH:12][CH:11]=[CH:10][C:9]=2[Cl:15])=O.[CH3:17][O:18][C:19]1[CH:24]=[CH:23][C:22]([CH3:25])=[CH:21][C:20]=1[NH:26][C:27]([NH2:29])=[S:28]. The catalyst is C(O)C. The product is [Cl:15][C:9]1[CH:10]=[CH:11][CH:12]=[C:13]2[C:8]=1[O:7][C:6](=[O:16])[C:5]([C:3]1[N:29]=[C:27]([NH:26][C:20]3[CH:21]=[C:22]([CH3:25])[CH:23]=[CH:24][C:19]=3[O:18][CH3:17])[S:28][CH:2]=1)=[CH:14]2. The yield is 0.300. (4) The reactants are [CH3:1][N:2]([C:11]1[CH:12]=[CH:13][CH:14]=[C:15]2[C:19]=1[NH:18][C:17]([C:20]1[S:21][C:22]3([CH2:29][CH2:28][NH:27][CH2:26][CH2:25]3)[CH2:23][N:24]=1)=[CH:16]2)[S:3]([C:6]1[S:7][CH:8]=[CH:9][CH:10]=1)(=[O:5])=[O:4].[CH:30](=O)[CH3:31].C(O[BH-](OC(=O)C)OC(=O)C)(=O)C.[Na+].O. The catalyst is O1CCCC1. The product is [CH2:30]([N:27]1[CH2:28][CH2:29][C:22]2([S:21][C:20]([C:17]3[NH:18][C:19]4[C:15]([CH:16]=3)=[CH:14][CH:13]=[CH:12][C:11]=4[N:2]([CH3:1])[S:3]([C:6]3[S:7][CH:8]=[CH:9][CH:10]=3)(=[O:4])=[O:5])=[N:24][CH2:23]2)[CH2:25][CH2:26]1)[CH3:31]. The yield is 0.800.